Dataset: Full USPTO retrosynthesis dataset with 1.9M reactions from patents (1976-2016). Task: Predict the reactants needed to synthesize the given product. (1) Given the product [NH2:12][C:13]1[CH:22]=[CH:21][C:20]2[C:15](=[C:16]([S:23]([NH:26][C:27]3[CH:35]=[CH:34][C:30]([C:31]([N:8]4[CH2:7][CH2:6][C:5]([OH:11])([CH2:1][CH:2]([CH3:4])[CH3:3])[CH2:10][CH2:9]4)=[O:32])=[CH:29][CH:28]=3)(=[O:25])=[O:24])[CH:17]=[CH:18][CH:19]=2)[N:14]=1, predict the reactants needed to synthesize it. The reactants are: [CH2:1]([C:5]1([OH:11])[CH2:10][CH2:9][NH:8][CH2:7][CH2:6]1)[CH:2]([CH3:4])[CH3:3].[NH2:12][C:13]1[CH:22]=[CH:21][C:20]2[C:15](=[C:16]([S:23]([NH:26][C:27]3[CH:35]=[CH:34][C:30]([C:31](O)=[O:32])=[CH:29][CH:28]=3)(=[O:25])=[O:24])[CH:17]=[CH:18][CH:19]=2)[N:14]=1.CN(C(ON1N=NC2C=CC=CC1=2)=[N+](C)C)C.F[P-](F)(F)(F)(F)F.CCN(C(C)C)C(C)C. (2) The reactants are: [F:1][C:2]1[CH:7]=[CH:6][C:5]([C:8]2[O:9][C:10]3[CH:20]=[C:19]([N:21]([CH3:26])[S:22]([CH3:25])(=[O:24])=[O:23])[C:18](B4OC(C)(C)C(C)(C)O4)=[CH:17][C:11]=3[C:12]=2[C:13]([NH:15][CH3:16])=[O:14])=[CH:4][CH:3]=1.Br[C:37]1[S:41][C:40]([C:42]2[O:43][C:44]3[CH:50]=[CH:49][CH:48]=[C:47]([F:51])[C:45]=3[N:46]=2)=[CH:39][CH:38]=1.[O-]P([O-])([O-])=O.[K+].[K+].[K+]. Given the product [F:51][C:47]1[C:45]2[N:46]=[C:42]([C:40]3[S:41][C:37]([C:18]4[C:19]([N:21]([CH3:26])[S:22]([CH3:25])(=[O:24])=[O:23])=[CH:20][C:10]5[O:9][C:8]([C:5]6[CH:6]=[CH:7][C:2]([F:1])=[CH:3][CH:4]=6)=[C:12]([C:13]([NH:15][CH3:16])=[O:14])[C:11]=5[CH:17]=4)=[CH:38][CH:39]=3)[O:43][C:44]=2[CH:50]=[CH:49][CH:48]=1, predict the reactants needed to synthesize it. (3) Given the product [Br:1][C:2]1[CH:27]=[CH:26][C:5]([O:6][C:7]2[CH:12]=[CH:11][CH:10]=[CH:9][C:8]=2[NH:13][S:14]([C:17]2[CH:18]=[CH:19][C:20]([C:21]([NH:43][CH2:42][CH2:41][C:38]3[CH:39]=[CH:40][C:35]([C:31]4[NH:32][CH2:33][CH2:34][N:30]=4)=[CH:36][CH:37]=3)=[O:23])=[CH:24][CH:25]=2)(=[O:15])=[O:16])=[CH:4][CH:3]=1, predict the reactants needed to synthesize it. The reactants are: [Br:1][C:2]1[CH:27]=[CH:26][C:5]([O:6][C:7]2[CH:12]=[CH:11][CH:10]=[CH:9][C:8]=2[NH:13][S:14]([C:17]2[CH:25]=[CH:24][C:20]([C:21]([OH:23])=O)=[CH:19][CH:18]=2)(=[O:16])=[O:15])=[CH:4][CH:3]=1.Cl.Cl.[NH:30]1[CH2:34][CH2:33][N:32]=[C:31]1[C:35]1[CH:40]=[CH:39][C:38]([CH2:41][CH2:42][NH2:43])=[CH:37][CH:36]=1. (4) Given the product [F:1][C:2]1[CH:7]=[CH:6][C:5]([C@@H:8]([OH:43])[CH2:9][CH2:10][C@H:11]2[C:12](=[O:42])[N:13]([C:36]3[CH:37]=[CH:38][CH:39]=[CH:40][CH:41]=3)[C@@H:14]2[C:15]2[CH:20]=[CH:19][C:18]([C:21]3[CH:26]=[CH:25][CH:24]=[C:23]([B:27]([OH:28])[OH:31])[CH:22]=3)=[CH:17][CH:16]=2)=[CH:4][CH:3]=1, predict the reactants needed to synthesize it. The reactants are: [F:1][C:2]1[CH:7]=[CH:6][C:5]([C@@H:8]([OH:43])[CH2:9][CH2:10][C@@H:11]2[C@@H:14]([C:15]3[CH:20]=[CH:19][C:18]([C:21]4[CH:26]=[CH:25][CH:24]=[C:23]([B:27]5[O:31]C(C)(C)C(C)(C)[O:28]5)[CH:22]=4)=[CH:17][CH:16]=3)[N:13]([C:36]3[CH:41]=[CH:40][CH:39]=[CH:38][CH:37]=3)[C:12]2=[O:42])=[CH:4][CH:3]=1.O.C(=O)([O-])[O-].[Na+].[Na+].Cl. (5) Given the product [CH2:1]([O:8][C:9]([NH:11][C@H:12]([C:30]1[N:32]([C@@H:33]([CH2:38][CH2:39][CH2:40][CH3:41])[C:34]([O:36][CH3:37])=[O:35])[N:95]=[N:94][N:93]=1)[CH2:13][C:14]1[C:22]2[C:17](=[CH:18][CH:19]=[CH:20][CH:21]=2)[N:16]([C:23]([O:25][C:26]([CH3:29])([CH3:28])[CH3:27])=[O:24])[CH:15]=1)=[O:10])[C:2]1[CH:3]=[CH:4][CH:5]=[CH:6][CH:7]=1, predict the reactants needed to synthesize it. The reactants are: [CH2:1]([O:8][C:9]([NH:11][C@H:12]([C:30]([NH:32][C@@H:33]([CH2:38][CH2:39][CH2:40][CH3:41])[C:34]([O:36][CH3:37])=[O:35])=O)[CH2:13][C:14]1[C:22]2[C:17](=[CH:18][CH:19]=[CH:20][CH:21]=2)[N:16]([C:23]([O:25][C:26]([CH3:29])([CH3:28])[CH3:27])=[O:24])[CH:15]=1)=[O:10])[C:2]1[CH:7]=[CH:6][CH:5]=[CH:4][CH:3]=1.C1(P(C2C=CC=CC=2)C2C=CC=CC=2)C=CC=CC=1.N#N.CC(OC(/N=N/C(OC(C)C)=O)=O)C.P([N:93]=[N+:94]=[N-:95])(=O)(OC1C=CC=CC=1)OC1C=CC=CC=1. (6) Given the product [CH3:1][N:2]1[CH2:7][CH2:6][N:5]([CH2:8][CH2:9][CH2:10][NH2:11])[CH2:4][CH2:3]1, predict the reactants needed to synthesize it. The reactants are: [CH3:1][N:2]1[CH2:7][CH2:6][N:5]([CH2:8][CH2:9][CH2:10][N:11]2C(=O)C3C(=CC=CC=3)C2=O)[CH2:4][CH2:3]1.O.NN. (7) Given the product [CH2:1]([O:3][C:4]1[CH:18]=[CH:17][C:7]([O:8][C:9]2[CH:16]=[CH:15][C:12]([CH2:13][NH2:14])=[CH:11][CH:10]=2)=[CH:6][CH:5]=1)[CH3:2], predict the reactants needed to synthesize it. The reactants are: [CH2:1]([O:3][C:4]1[CH:18]=[CH:17][C:7]([O:8][C:9]2[CH:16]=[CH:15][C:12]([C:13]#[N:14])=[CH:11][CH:10]=2)=[CH:6][CH:5]=1)[CH3:2].C1COCC1.[H-].[Al+3].[Li+].[H-].[H-].[H-].[OH-].[Na+]. (8) Given the product [C:32]([C:30]1[CH:31]=[CH:9][C:10]([O:11][C:12]2[CH:21]=[C:20]3[C:15]([CH:16]([C:22]([O:24][CH2:25][CH3:26])=[O:23])[CH2:17][CH2:18][O:19]3)=[CH:14][C:13]=2[Cl:27])=[CH:28][CH:29]=1)(=[O:34])[NH2:33], predict the reactants needed to synthesize it. The reactants are: N(OCC(C)C)=O.N[C:9]1[CH:31]=[C:30]([C:32](=[O:34])[NH2:33])[CH:29]=[CH:28][C:10]=1[O:11][C:12]1[CH:21]=[C:20]2[C:15]([CH:16]([C:22]([O:24][CH2:25][CH3:26])=[O:23])[CH2:17][CH2:18][O:19]2)=[CH:14][C:13]=1[Cl:27].O. (9) Given the product [CH2:23]([N:10]1[C:11]2[C:16](=[CH:15][C:14]([C:18]3[CH:22]=[CH:21][S:20][CH:19]=3)=[CH:13][CH:12]=2)[CH2:17][CH:8]([NH:7][S:51]([C:54]2[CH:59]=[CH:58][CH:57]=[CH:56][CH:55]=2)(=[O:53])=[O:52])[C:9]1=[O:30])[C:24]1[CH:25]=[CH:26][CH:27]=[CH:28][CH:29]=1, predict the reactants needed to synthesize it. The reactants are: C(OC(=O)[NH:7][CH:8]1[CH2:17][C:16]2[C:11](=[CH:12][CH:13]=[C:14]([C:18]3[CH:22]=[CH:21][S:20][CH:19]=3)[CH:15]=2)[N:10]([CH2:23][C:24]2[CH:29]=[CH:28][CH:27]=[CH:26][CH:25]=2)[C:9]1=[O:30])(C)(C)C.C(N1C2C(=CC(Br)=CC=2)CC(N[S:51]([C:54]2[CH:59]=[CH:58][CH:57]=[CH:56][CH:55]=2)(=[O:53])=[O:52])C1=O)C1C=CC=CC=1.